Dataset: Catalyst prediction with 721,799 reactions and 888 catalyst types from USPTO. Task: Predict which catalyst facilitates the given reaction. (1) Reactant: [OH:1][C@@H:2]1[CH2:6][N:5]([C:7]([O:9][C:10]([CH3:13])([CH3:12])[CH3:11])=[O:8])[C@H:4]([C:14]([O:16][CH3:17])=[O:15])[CH2:3]1.N1C=CN=C1.[Si:23](Cl)([C:26]([CH3:29])([CH3:28])[CH3:27])([CH3:25])[CH3:24]. Product: [Si:23]([O:1][C@@H:2]1[CH2:6][N:5]([C:7]([O:9][C:10]([CH3:11])([CH3:12])[CH3:13])=[O:8])[C@H:4]([C:14]([O:16][CH3:17])=[O:15])[CH2:3]1)([C:26]([CH3:29])([CH3:28])[CH3:27])([CH3:25])[CH3:24]. The catalyst class is: 31. (2) Reactant: [CH2:1]([N:8]([CH2:29][C:30]1[CH:35]=[CH:34][CH:33]=[CH:32][CH:31]=1)[CH:9]([CH:13]([O:18][C:19]1[CH:24]=[CH:23][C:22]([F:25])=[CH:21][C:20]=1[N+:26]([O-])=O)[C:14]([F:17])([F:16])[F:15])[C:10]([OH:12])=[O:11])[C:2]1[CH:7]=[CH:6][CH:5]=[CH:4][CH:3]=1. Product: [NH2:26][C:20]1[CH:21]=[C:22]([F:25])[CH:23]=[CH:24][C:19]=1[O:18][CH:13]([C:14]([F:15])([F:16])[F:17])[CH:9]([N:8]([CH2:29][C:30]1[CH:35]=[CH:34][CH:33]=[CH:32][CH:31]=1)[CH2:1][C:2]1[CH:7]=[CH:6][CH:5]=[CH:4][CH:3]=1)[C:10]([OH:12])=[O:11]. The catalyst class is: 94.